From a dataset of Full USPTO retrosynthesis dataset with 1.9M reactions from patents (1976-2016). Predict the reactants needed to synthesize the given product. (1) Given the product [Cl-:2].[Cl-:2].[CH3:7][C:8]1[CH:21]=[CH:20][C:11]([C:12]([C:14]2[CH:19]=[CH:18][CH:17]=[CH:16][CH:15]=2)=[O:13])=[CH:10][CH:9]=1, predict the reactants needed to synthesize it. The reactants are: P(Cl)(Cl)(Cl)(Cl)[Cl:2].[CH3:7][C:8]1[CH:21]=[CH:20][C:11]([C:12]([C:14]2[CH:19]=[CH:18][CH:17]=[CH:16][CH:15]=2)=[O:13])=[CH:10][CH:9]=1. (2) Given the product [C:1]([O:5][C:6](=[O:33])[NH:7][C:8]1([C:14]2[CH:15]=[CH:16][C:17]([C:20]3[C:21]([C:26]4[CH:31]=[CH:30][CH:29]=[CH:28][CH:27]=4)=[CH:22][N:43]4[N:44]=[C:40]([C:34]5[CH:35]=[CH:36][CH:37]=[CH:38][CH:39]=5)[CH:41]=[C:42]4[N:45]=3)=[CH:18][CH:19]=2)[CH2:9][C:10]([OH:13])([CH3:12])[CH2:11]1)([CH3:2])([CH3:3])[CH3:4], predict the reactants needed to synthesize it. The reactants are: [C:1]([O:5][C:6](=[O:33])[NH:7][C:8]1([C:14]2[CH:19]=[CH:18][C:17]([C:20](=O)[C:21]([C:26]3[CH:31]=[CH:30][CH:29]=[CH:28][CH:27]=3)=[CH:22]N(C)C)=[CH:16][CH:15]=2)[CH2:11][C:10]([OH:13])([CH3:12])[CH2:9]1)([CH3:4])([CH3:3])[CH3:2].[C:34]1([C:40]2[CH:41]=[C:42]([NH2:45])[NH:43][N:44]=2)[CH:39]=[CH:38][CH:37]=[CH:36][CH:35]=1. (3) The reactants are: [NH:1]1[CH:5]=[CH:4][N:3]=[CH:2]1.Cl[C:7](=[O:13])[C:8]([O:10][CH2:11][CH3:12])=[O:9]. Given the product [N:1]1([C:7](=[O:13])[C:8]([O:10][CH2:11][CH3:12])=[O:9])[CH:5]=[CH:4][N:3]=[CH:2]1, predict the reactants needed to synthesize it. (4) Given the product [CH3:18][O:17][C:12]1[CH:13]=[C:14]2[C:9](=[CH:10][CH:11]=1)[C:8]([O:19][C:20]1[CH:21]=[CH:22][C:23]([O:26][CH2:27][CH2:28][N:29]3[CH2:34][CH2:33][CH2:32][CH2:31][CH2:30]3)=[CH:24][CH:25]=1)=[C:7]([C:38]1[S:37][CH:41]=[CH:40][CH:39]=1)[CH:16]=[CH:15]2, predict the reactants needed to synthesize it. The reactants are: FC(F)(F)S(O[C:7]1[CH:16]=[CH:15][C:14]2[C:9](=[CH:10][CH:11]=[C:12]([O:17][CH3:18])[CH:13]=2)[C:8]=1[O:19][C:20]1[CH:25]=[CH:24][C:23]([O:26][CH2:27][CH2:28][N:29]2[CH2:34][CH2:33][CH2:32][CH2:31][CH2:30]2)=[CH:22][CH:21]=1)(=O)=O.[S:37]1[CH:41]=[CH:40][CH:39]=[C:38]1B(O)O.C1(P(C2CCCCC2)C2CCCCC2)CCCCC1.[F-].[Cs+]. (5) The reactants are: C([O:3][C:4]([C:6]1[CH:7]=[N:8][C:9]([C:12]([F:15])([F:14])[F:13])=[N:10][CH:11]=1)=[O:5])C.O.[OH-].[Na+]. Given the product [F:15][C:12]([F:13])([F:14])[C:9]1[N:8]=[CH:7][C:6]([C:4]([OH:5])=[O:3])=[CH:11][N:10]=1, predict the reactants needed to synthesize it.